From a dataset of Catalyst prediction with 721,799 reactions and 888 catalyst types from USPTO. Predict which catalyst facilitates the given reaction. Reactant: [CH3:1][C:2]([C@H:4]1[C@@H:8]2[C@@H:9]3[C@@:22]([CH3:25])([CH2:23][CH2:24][C@@:7]2([CH2:31][OH:32])[CH2:6][CH2:5]1)[C@@:21]1([CH3:26])[C@@H:12]([C@:13]2([CH3:30])[C@@H:18]([CH2:19][CH2:20]1)[C:17]([CH3:28])([CH3:27])[C@@H:16]([OH:29])[CH2:15][CH2:14]2)[CH2:11][CH2:10]3)=[CH2:3].CC1(C)N([O])C(C)(C)CCC1.C(Cl)Cl.OP([O-])(O)=O.[K+]. Product: [CH3:3][C:2]([C@H:4]1[C@@H:8]2[C@@H:9]3[C@@:22]([CH3:25])([CH2:23][CH2:24][C@@:7]2([CH:31]=[O:32])[CH2:6][CH2:5]1)[C@@:21]1([CH3:26])[C@@H:12]([C@:13]2([CH3:30])[C@@H:18]([CH2:19][CH2:20]1)[C:17]([CH3:28])([CH3:27])[C@@H:16]([OH:29])[CH2:15][CH2:14]2)[CH2:11][CH2:10]3)=[CH2:1]. The catalyst class is: 218.